This data is from Full USPTO retrosynthesis dataset with 1.9M reactions from patents (1976-2016). The task is: Predict the reactants needed to synthesize the given product. Given the product [CH3:14][C:15]([CH3:26])([CH3:25])[C:16]#[C:17][C:18]1[CH:23]=[CH:22][CH:21]=[CH:20][C:19]=1[NH:24][C:5](=[O:7])[C:4]1[CH:8]=[CH:9][CH:10]=[CH:11][C:3]=1[C:2]([F:1])([F:13])[F:12], predict the reactants needed to synthesize it. The reactants are: [F:1][C:2]([F:13])([F:12])[C:3]1[CH:11]=[CH:10][CH:9]=[CH:8][C:4]=1[C:5]([OH:7])=O.[CH3:14][C:15]([CH3:26])([CH3:25])[C:16]#[C:17][C:18]1[CH:23]=[CH:22][CH:21]=[CH:20][C:19]=1[NH2:24].C(N(CC)C(C)C)(C)C.C1CN([P+](Br)(N2CCCC2)N2CCCC2)CC1.F[P-](F)(F)(F)(F)F.